Dataset: Full USPTO retrosynthesis dataset with 1.9M reactions from patents (1976-2016). Task: Predict the reactants needed to synthesize the given product. (1) Given the product [Cl:1][C:2]1[CH:7]=[CH:6][C:5]([S:8]([N:11]([CH2:24][C:25]2[CH:30]=[CH:29][C:28]([C:31]([NH:36][CH2:35][CH3:34])=[O:32])=[CH:27][CH:26]=2)[CH:12]([C:16]2[CH:17]=[C:18]([F:23])[CH:19]=[C:20]([F:22])[CH:21]=2)[C:13]([NH2:15])=[O:14])(=[O:9])=[O:10])=[CH:4][CH:3]=1, predict the reactants needed to synthesize it. The reactants are: [Cl:1][C:2]1[CH:7]=[CH:6][C:5]([S:8]([N:11]([CH2:24][C:25]2[CH:30]=[CH:29][C:28]([C:31](O)=[O:32])=[CH:27][CH:26]=2)[CH:12]([C:16]2[CH:21]=[C:20]([F:22])[CH:19]=[C:18]([F:23])[CH:17]=2)[C:13]([NH2:15])=[O:14])(=[O:10])=[O:9])=[CH:4][CH:3]=1.[CH3:34][C:35]#[N:36].F[P-](F)(F)(F)(F)F.C(N)C. (2) The reactants are: [CH2:1]([NH2:5])[CH2:2][CH2:3][CH3:4].[Cl:6][C:7]1[CH:12]=[CH:11][C:10]([CH2:13][S:14](Cl)(=[O:16])=[O:15])=[CH:9][CH:8]=1. Given the product [CH2:1]([NH:5][S:14]([CH2:13][C:10]1[CH:11]=[CH:12][C:7]([Cl:6])=[CH:8][CH:9]=1)(=[O:15])=[O:16])[CH2:2][CH2:3][CH3:4], predict the reactants needed to synthesize it. (3) Given the product [C:33]([C:32]1[C:31]([C:30]([F:39])([F:40])[F:29])=[CH:38][CH:37]=[CH:36][C:35]=1[B:20]([OH:21])[OH:19])#[N:34], predict the reactants needed to synthesize it. The reactants are: CC1(C)CCCC(C)(C)N1.[Li]CCCC.CC([O:19][B:20](OC(C)C)[O:21]C(C)C)C.[F:29][C:30]([F:40])([F:39])[C:31]1[CH:38]=[CH:37][CH:36]=[CH:35][C:32]=1[C:33]#[N:34]. (4) Given the product [CH3:23][NH:22][C:20]([C:15]1[CH:14]=[CH:13][C:12]2[C:17](=[CH:18][CH:19]=[CH:10][CH:11]=2)[CH:16]=1)=[O:21], predict the reactants needed to synthesize it. The reactants are: OC1([C:10]2[CH:11]=[C:12]3[C:17](=[CH:18][CH:19]=2)[CH:16]=[C:15]([C:20]([NH:22][CH3:23])=[O:21])[CH:14]=[CH:13]3)C2N(C=NC=2)CC1. (5) Given the product [O:23]=[C:22]([C:24]1[CH:29]=[CH:28][C:27]([C:30]([F:31])([F:32])[F:33])=[CH:26][CH:25]=1)[CH2:21][O:10][C:9](=[O:11])[C@H:8]([O:7][C:6]1[CH:14]=[CH:15][C:16]([F:17])=[C:4]([C:1](=[O:3])[NH2:2])[C:5]=1[F:18])[CH2:12][OH:13], predict the reactants needed to synthesize it. The reactants are: [C:1]([C:4]1[C:5]([F:18])=[C:6]([CH:14]=[CH:15][C:16]=1[F:17])[O:7][C@H:8]([CH2:12][OH:13])[C:9]([O-:11])=[O:10])(=[O:3])[NH2:2].[Cs+].Br[CH2:21][C:22]([C:24]1[CH:29]=[CH:28][C:27]([C:30]([F:33])([F:32])[F:31])=[CH:26][CH:25]=1)=[O:23]. (6) The reactants are: [Br:1][C:2]1[CH:10]=[CH:9][C:5]([C:6](Cl)=[O:7])=[CH:4][CH:3]=1.[CH2:11]([N:18]1[C:23](=[O:24])[C:22]2[CH:25]=[CH:26][S:27][C:21]=2[N:20]=[C:19]1[CH:28]([NH:31][CH2:32][CH2:33][N:34]([CH3:36])[CH3:35])[CH2:29][CH3:30])[C:12]1[CH:17]=[CH:16][CH:15]=[CH:14][CH:13]=1.C(N(CC)C(C)C)(C)C. Given the product [CH2:11]([N:18]1[C:23](=[O:24])[C:22]2[CH:25]=[CH:26][S:27][C:21]=2[N:20]=[C:19]1[CH:28]([N:31]([CH2:32][CH2:33][N:34]([CH3:36])[CH3:35])[C:6](=[O:7])[C:5]1[CH:9]=[CH:10][C:2]([Br:1])=[CH:3][CH:4]=1)[CH2:29][CH3:30])[C:12]1[CH:13]=[CH:14][CH:15]=[CH:16][CH:17]=1, predict the reactants needed to synthesize it. (7) Given the product [CH2:52]([NH:1][C:2]1[CH:3]=[CH:4][CH:5]=[C:6]2[C:10]=1[C:9](=[O:11])[N:8]([C:12]1[C:20]3[C:15](=[N:16][CH:17]=[C:18]([C:21]4[CH:26]=[CH:25][C:24]([S:27]([CH:30]([CH3:31])[CH3:32])(=[O:29])=[O:28])=[CH:23][CH:22]=4)[N:19]=3)[NH:14][CH:13]=1)[CH2:7]2)[CH3:53], predict the reactants needed to synthesize it. The reactants are: [NH2:1][C:2]1[CH:3]=[CH:4][CH:5]=[C:6]2[C:10]=1[C:9](=[O:11])[N:8]([C:12]1[C:20]3[C:15](=[N:16][CH:17]=[C:18]([C:21]4[CH:26]=[CH:25][C:24]([S:27]([CH:30]([CH3:32])[CH3:31])(=[O:29])=[O:28])=[CH:23][CH:22]=4)[N:19]=3)[N:14](C(C3C=CC=CC=3)(C3C=CC=CC=3)C3C=CC=CC=3)[CH:13]=1)[CH2:7]2.[CH:52](=O)[CH3:53].[BH-](OC(C)=O)(OC(C)=O)OC(C)=O.[Na+].C([SiH](CC)CC)C.C(O)(C(F)(F)F)=O. (8) Given the product [CH2:1]([N:3]1[C:8](=[O:9])[CH:7]=[CH:6][C:5]([C:10]2[S:14][C:13]([C:15]([NH:29][CH2:26][CH2:27][CH3:28])=[O:16])=[N:12][C:11]=2[C:20]2[CH:25]=[CH:24][CH:23]=[CH:22][CH:21]=2)=[N:4]1)[CH3:2], predict the reactants needed to synthesize it. The reactants are: [CH2:1]([N:3]1[C:8](=[O:9])[CH:7]=[CH:6][C:5]([C:10]2[S:14][C:13]([C:15](OCC)=[O:16])=[N:12][C:11]=2[C:20]2[CH:25]=[CH:24][CH:23]=[CH:22][CH:21]=2)=[N:4]1)[CH3:2].[CH2:26]([NH2:29])[CH2:27][CH3:28]. (9) The reactants are: C([Li])CCC.C(NC(C)C)(C)C.[Br:13][C:14]1[CH:15]=[N:16][CH:17]=[C:18]([Br:20])[CH:19]=1.[CH3:21][O:22][C:23]1[C:30]([O:31][CH3:32])=[C:29]([O:33][CH3:34])[CH:28]=[C:27]([CH3:35])[C:24]=1[CH:25]=[O:26]. Given the product [CH3:21][O:22][C:23]1[C:30]([O:31][CH3:32])=[C:29]([O:33][CH3:34])[CH:28]=[C:27]([CH3:35])[C:24]=1[CH:25]([C:19]1[C:18]([Br:20])=[CH:17][N:16]=[CH:15][C:14]=1[Br:13])[OH:26], predict the reactants needed to synthesize it.